From a dataset of Forward reaction prediction with 1.9M reactions from USPTO patents (1976-2016). Predict the product of the given reaction. (1) Given the reactants [CH3:1][O:2][C:3]1[CH:12]=[C:11]2[C:6]([C:7]([NH:22][C:23]3[CH:24]=[C:25]4[C:29](=[CH:30][CH:31]=3)[N:28]([C:32]([O-:34])=[O:33])[N:27]=[CH:26]4)=[N:8][C:9]([C:13]3[CH:18]=[CH:17][CH:16]=[C:15]([N+:19]([O-])=O)[CH:14]=3)=[N:10]2)=[CH:5][C:4]=1[O:35][CH2:36][CH2:37][CH2:38][N:39]1[CH2:44][CH2:43][O:42][CH2:41][CH2:40]1, predict the reaction product. The product is: [NH2:19][C:15]1[CH:14]=[C:13]([C:9]2[N:8]=[C:7]([NH:22][C:23]3[CH:24]=[C:25]4[C:29](=[CH:30][CH:31]=3)[N:28]([C:32]([O:34][C:6]([CH3:11])([CH3:7])[CH3:5])=[O:33])[N:27]=[CH:26]4)[C:6]3[C:11](=[CH:12][C:3]([O:2][CH3:1])=[C:4]([O:35][CH2:36][CH2:37][CH2:38][N:39]4[CH2:44][CH2:43][O:42][CH2:41][CH2:40]4)[CH:5]=3)[N:10]=2)[CH:18]=[CH:17][CH:16]=1. (2) Given the reactants [Cl-].[Cl-].[Ca+2:3].C1N(CCO)CCN(CCS(O)(=O)=O)C1.CS(C)=O.[OH:23][P:24]([O-:27])([OH:26])=[O:25].[OH:28][P:29]([O-:32])([O-:31])=[O:30].[Na+].[Na+].[Na+].[Cl-].[Cl-].[K+].[K+], predict the reaction product. The product is: [P:24]([O-:27])([O-:26])([O-:25])=[O:23].[Ca+2:3].[P:29]([O-:32])([O-:31])([O-:30])=[O:28].[Ca+2:3].[Ca+2:3]. (3) Given the reactants [N:1]([C:4]1[CH:5]=[CH:6][C:7]([O:10][CH3:11])=[N:8][CH:9]=1)=[C:2]=[S:3].Cl.[CH3:13][C:14]1[CH:26]=[CH:25][CH:24]=[CH:23][C:15]=1[O:16][CH:17]1[CH2:22][CH2:21][NH:20][CH2:19][CH2:18]1.C(N(CC)C(C)C)(C)C, predict the reaction product. The product is: [CH3:11][O:10][C:7]1[N:8]=[CH:9][C:4]([NH:1][C:2]([N:20]2[CH2:21][CH2:22][CH:17]([O:16][C:15]3[CH:23]=[CH:24][CH:25]=[CH:26][C:14]=3[CH3:13])[CH2:18][CH2:19]2)=[S:3])=[CH:5][CH:6]=1. (4) Given the reactants [C:1]1([C:3](=[CH:5][CH:6]=[CH:7][CH:8]=1)[OH:4])[OH:2].[O-]CC.[Ta+5:12].[O-]CC.[O-]CC.[O-]CC.[O-]CC, predict the reaction product. The product is: [C:1]1([C:3](=[CH:5][CH:6]=[CH:7][CH:8]=1)[O-:4])[O-:2].[Ta+5:12].[C:1]1([C:3](=[CH:5][CH:6]=[CH:7][CH:8]=1)[O-:4])[O-:2].[C:1]1([C:3](=[CH:5][CH:6]=[CH:7][CH:8]=1)[O-:4])[O-:2].[C:1]1([C:3](=[CH:5][CH:6]=[CH:7][CH:8]=1)[O-:4])[O-:2].[C:1]1([C:3](=[CH:5][CH:6]=[CH:7][CH:8]=1)[O-:4])[O-:2].[Ta+5:12]. (5) Given the reactants [CH3:1][O:2][C:3](=[O:16])[C:4](=O)[CH:5](Cl)[C:6]1[CH:11]=[CH:10][CH:9]=[CH:8][C:7]=1[O:12][CH3:13].[C:17]([NH2:20])(=[S:19])[CH3:18], predict the reaction product. The product is: [CH3:1][O:2][C:3]([C:4]1[N:20]=[C:17]([CH3:18])[S:19][C:5]=1[C:6]1[CH:11]=[CH:10][CH:9]=[CH:8][C:7]=1[O:12][CH3:13])=[O:16]. (6) Given the reactants [Br:1][C:2]1[CH:3]=[N:4][CH:5]=[C:6]([CH:9]=1)[C:7]#[N:8].N[C:11]([CH3:15])([CH3:14])[CH2:12][OH:13], predict the reaction product. The product is: [Br:1][C:2]1[CH:9]=[C:6]([C:7]2[O:13][CH2:12][C:11]([CH3:15])([CH3:14])[N:8]=2)[CH:5]=[N:4][CH:3]=1.